Dataset: Full USPTO retrosynthesis dataset with 1.9M reactions from patents (1976-2016). Task: Predict the reactants needed to synthesize the given product. (1) Given the product [C:12]1(/[CH:11]=[CH:36]\[C:31]2[CH:32]=[CH:33][CH:34]=[C:35]3[C:30]=2[CH:29]=[CH:28][N:27]3[CH:23]([CH2:24][CH2:25][CH3:26])[CH3:22])[C:21]2[C:16](=[CH:17][CH:18]=[CH:19][CH:20]=2)[CH:15]=[CH:14][CH:13]=1, predict the reactants needed to synthesize it. The reactants are: [H-].[Na+].C(OP([CH2:11][C:12]1[C:21]2[C:16](=[CH:17][CH:18]=[CH:19][CH:20]=2)[CH:15]=[CH:14][CH:13]=1)(=O)OCC)C.[CH3:22][CH:23]([N:27]1[C:35]2[CH:34]=[CH:33][CH:32]=[C:31]([CH:36]=O)[C:30]=2[CH:29]=[CH:28]1)[CH2:24][CH2:25][CH3:26]. (2) Given the product [F:18][C:2]1([F:1])[CH2:4][CH:3]1[CH:5]1[C:14]2[C:9]3=[C:10]([CH2:21][NH:17][CH2:16][CH2:15][N:8]3[CH2:7][CH2:6]1)[CH:11]=[CH:12][CH:13]=2, predict the reactants needed to synthesize it. The reactants are: [F:1][C:2]1([F:18])[CH2:4][CH:3]1[CH:5]1[C:14]2[C:9](=[CH:10][CH:11]=[CH:12][CH:13]=2)[N:8]([CH2:15][CH2:16][NH2:17])[CH2:7][CH2:6]1.C=O.[C:21](O)(C(F)(F)F)=O.[OH-].[Na+]. (3) Given the product [Br:28][C:29]1[N:30]=[C:31]([O:37][CH3:38])[C:32]([CH:33]=[CH:8][C:6]([O:5][C:1]([CH3:2])([CH3:3])[CH3:4])=[O:7])=[CH:35][CH:36]=1, predict the reactants needed to synthesize it. The reactants are: [C:1]([O:5][C:6]([CH:8]=P(C1C=CC=CC=1)(C1C=CC=CC=1)C1C=CC=CC=1)=[O:7])([CH3:4])([CH3:3])[CH3:2].[Br:28][C:29]1[CH:36]=[CH:35][C:32]([CH:33]=O)=[C:31]([O:37][CH3:38])[N:30]=1. (4) Given the product [CH3:6][NH:8][C@H:9]([C:19]([NH:21][C@H:22]([C:34]([N:36]([C@@H:38]([CH:47]([CH3:48])[CH3:49])/[CH:39]=[C:40](\[CH3:46])/[C:41]([O:43][CH2:44][CH3:45])=[O:42])[CH3:37])=[O:35])[C:23]([CH3:33])([CH3:32])[C:24]1[CH:25]=[CH:26][C:27]([O:30][CH3:31])=[CH:28][CH:29]=1)=[O:20])[C:10]([CH3:18])([CH3:17])[C:11]1[CH:16]=[CH:15][CH:14]=[CH:13][CH:12]=1, predict the reactants needed to synthesize it. The reactants are: C(O[C:6]([N:8](C)[C@H:9]([C:19]([NH:21][C@H:22]([C:34]([N:36]([C@H:38]([CH:47]([CH3:49])[CH3:48])/[CH:39]=[C:40](\[CH3:46])/[C:41]([O:43][CH2:44][CH3:45])=[O:42])[CH3:37])=[O:35])[C:23]([CH3:33])([CH3:32])[C:24]1[CH:29]=[CH:28][C:27]([O:30][CH3:31])=[CH:26][CH:25]=1)=[O:20])[C:10]([CH3:18])([CH3:17])[C:11]1[CH:16]=[CH:15][CH:14]=[CH:13][CH:12]=1)=O)(C)(C)C.Cl.O1CCOCC1. (5) Given the product [F:4][C:2]([C:5]1[CH:6]=[CH:7][C:8]([C:11]2[C:15]([CH2:16][O:17][C:23]3[CH:28]=[CH:27][C:26]([CH2:29][CH2:30][C:31]([OH:33])=[O:32])=[C:25]([CH3:36])[C:24]=3[CH3:37])=[C:14]([C:18]([F:19])([F:20])[F:21])[S:13][N:12]=2)=[CH:9][CH:10]=1)([F:1])[CH3:3], predict the reactants needed to synthesize it. The reactants are: [F:1][C:2]([C:5]1[CH:10]=[CH:9][C:8]([C:11]2[C:15]([CH2:16][OH:17])=[C:14]([C:18]([F:21])([F:20])[F:19])[S:13][N:12]=2)=[CH:7][CH:6]=1)([F:4])[CH3:3].O[C:23]1[CH:28]=[CH:27][C:26]([CH2:29][CH2:30][C:31]([O:33]CC)=[O:32])=[C:25]([CH3:36])[C:24]=1[CH3:37]. (6) Given the product [CH2:49]([CH:56]1[CH2:61][CH2:60][N:59]([C:13](=[O:15])[CH2:12][CH:4]2[C:5](=[O:11])[O:6][C:7]([CH3:9])([CH3:10])[CH2:8][N:3]2[CH2:1][CH3:2])[CH2:58][CH2:57]1)[C:50]1[CH:55]=[CH:54][CH:53]=[CH:52][CH:51]=1, predict the reactants needed to synthesize it. The reactants are: [CH2:1]([N:3]1[CH2:8][C:7]([CH3:10])([CH3:9])[O:6][C:5](=[O:11])[CH:4]1[CH2:12][C:13]([OH:15])=O)[CH3:2].C(N(C(C)C)CC)(C)C.CN(C(ON1N=NC2C=CC=NC1=2)=[N+](C)C)C.F[P-](F)(F)(F)(F)F.[CH2:49]([CH:56]1[CH2:61][CH2:60][NH:59][CH2:58][CH2:57]1)[C:50]1[CH:55]=[CH:54][CH:53]=[CH:52][CH:51]=1. (7) The reactants are: CN(C)[CH:3]=[CH:4][C:5]([C:7]1[C:8]([CH3:16])=[C:9]([C:14]#[N:15])[N:10]([CH3:13])[C:11]=1[CH3:12])=O.[N+]([O-])(O)=O.[CH3:22][N:23]([CH3:37])[C:24]1[CH:29]=[CH:28][C:27]([NH:30][C:31]([NH2:33])=[NH:32])=[CH:26][C:25]=1[N+:34]([O-:36])=[O:35].C(=O)([O-])[O-].[K+].[K+]. Given the product [CH3:22][N:23]([CH3:37])[C:24]1[CH:29]=[CH:28][C:27]([NH:30][C:31]2[N:33]=[C:5]([C:7]3[C:8]([CH3:16])=[C:9]([C:14]#[N:15])[N:10]([CH3:13])[C:11]=3[CH3:12])[CH:4]=[CH:3][N:32]=2)=[CH:26][C:25]=1[N+:34]([O-:36])=[O:35], predict the reactants needed to synthesize it. (8) Given the product [CH3:1][O:2][C:3]1[C:4]([N+:16]([O-:18])=[O:17])=[C:5]2[C:10](=[CH:11][C:12]=1[O:13][CH3:14])[N:9]=[CH:8][N:7]=[C:6]2[NH:19][C:20]1[CH:25]=[CH:24][CH:23]=[CH:22][CH:21]=1, predict the reactants needed to synthesize it. The reactants are: [CH3:1][O:2][C:3]1[C:4]([N+:16]([O-:18])=[O:17])=[C:5]2[C:10](=[CH:11][C:12]=1[O:13][CH3:14])[N:9]=[CH:8][NH:7][C:6]2=O.[NH2:19][C:20]1[CH:25]=[CH:24][CH:23]=[CH:22][CH:21]=1. (9) Given the product [C:33]([NH:36][C:2]1[CH:3]=[CH:4][C:5]2[C:11]3[S:12][C:13]([C:15]([N:17]([C:19]4[CH:24]=[CH:23][CH:22]=[CH:21][C:20]=4[Cl:25])[CH3:18])=[O:16])=[CH:14][C:10]=3[CH2:9][CH2:8][O:7][C:6]=2[CH:26]=1)(=[O:35])[CH3:34], predict the reactants needed to synthesize it. The reactants are: Br[C:2]1[CH:3]=[CH:4][C:5]2[C:11]3[S:12][C:13]([C:15]([N:17]([C:19]4[CH:24]=[CH:23][CH:22]=[CH:21][C:20]=4[Cl:25])[CH3:18])=[O:16])=[CH:14][C:10]=3[CH2:9][CH2:8][O:7][C:6]=2[CH:26]=1.C([O-])([O-])=O.[Cs+].[Cs+].[C:33]([NH2:36])(=[O:35])[CH3:34].CC1(C)C2C(=C(P(C3C=CC=CC=3)C3C=CC=CC=3)C=CC=2)OC2C(P(C3C=CC=CC=3)C3C=CC=CC=3)=CC=CC1=2.